The task is: Predict the reactants needed to synthesize the given product.. This data is from Full USPTO retrosynthesis dataset with 1.9M reactions from patents (1976-2016). Given the product [NH2:4][C:21](=[O:22])[CH2:20][CH:19]([C:24]1[CH:29]=[CH:28][C:27]([Br:30])=[CH:26][CH:25]=1)[C:18]([O:17][CH2:10][C:11]1[CH:16]=[CH:15][CH:14]=[CH:13][CH:12]=1)=[O:31], predict the reactants needed to synthesize it. The reactants are: C([N:4](C(C)C)CC)(C)C.[CH2:10]([O:17][C:18](=[O:31])[CH:19]([C:24]1[CH:29]=[CH:28][C:27]([Br:30])=[CH:26][CH:25]=1)[CH2:20][C:21](O)=[O:22])[C:11]1[CH:16]=[CH:15][CH:14]=[CH:13][CH:12]=1.[Cl-].[NH4+].CN(C(ON1N=NC2C=CC=NC1=2)=[N+](C)C)C.F[P-](F)(F)(F)(F)F.